From a dataset of Reaction yield outcomes from USPTO patents with 853,638 reactions. Predict the reaction yield, written as a fraction of the theoretical maximum amount of product (1.0 means a 100% yield; for example, 0.34 means a 34% yield). (1) The reactants are [Cl-].O[NH3+:3].[C:4](=[O:7])([O-])[OH:5].[Na+].CS(C)=O.[C:13]([C:15]1[CH:20]=[CH:19][CH:18]=[CH:17][C:16]=1[C:21]1[CH:26]=[CH:25][C:24]([CH2:27][C:28]2[C:33](=[O:34])[N:32]([C:35]3[CH:48]=[CH:47][C:38]([O:39][C:40]([CH3:46])([CH3:45])[C:41]([O:43][CH3:44])=[O:42])=[CH:37][CH:36]=3)[C:31]([CH3:49])=[N:30][C:29]=2[CH2:50][CH2:51][CH3:52])=[CH:23][CH:22]=1)#[N:14]. The catalyst is O.C(OCC)(=O)C. The product is [CH3:46][C:40]([O:39][C:38]1[CH:37]=[CH:36][C:35]([N:32]2[C:33](=[O:34])[C:28]([CH2:27][C:24]3[CH:23]=[CH:22][C:21]([C:16]4[CH:17]=[CH:18][CH:19]=[CH:20][C:15]=4[C:13]4[NH:3][C:4](=[O:7])[O:5][N:14]=4)=[CH:26][CH:25]=3)=[C:29]([CH2:50][CH2:51][CH3:52])[N:30]=[C:31]2[CH3:49])=[CH:48][CH:47]=1)([CH3:45])[C:41]([O:43][CH3:44])=[O:42]. The yield is 0.410. (2) The reactants are [NH:1]1[C:9]2[C:4](=[CH:5][CH:6]=[CH:7][CH:8]=2)[CH:3]=[C:2]1[CH:10]=O.[NH:12]1[C:16]2[CH:17]=[CH:18][CH:19]=[CH:20][C:15]=2[N:14]=[C:13]1[CH2:21][N:22]([CH:28]1[C:37]2[N:36]=[CH:35][CH:34]=[CH:33][C:32]=2[CH2:31][CH2:30][CH2:29]1)[CH2:23][CH2:24][CH2:25][CH2:26][NH2:27].[BH4-].[Na+]. The catalyst is CO. The product is [NH:12]1[C:16]2[CH:17]=[CH:18][CH:19]=[CH:20][C:15]=2[N:14]=[C:13]1[CH2:21][N:22]([CH:28]1[C:37]2[N:36]=[CH:35][CH:34]=[CH:33][C:32]=2[CH2:31][CH2:30][CH2:29]1)[CH2:23][CH2:24][CH2:25][CH2:26][NH:27][CH2:10][C:2]1[NH:1][C:9]2[C:4]([CH:3]=1)=[CH:5][CH:6]=[CH:7][CH:8]=2. The yield is 0.530. (3) The reactants are Cl[C:2]1[N:7]=[C:6]([N:8]2[CH2:13][CH2:12][NH:11][CH:10]([CH:14]([CH3:16])[CH3:15])[CH2:9]2)[CH:5]=[N:4][CH:3]=1.Cl.CNC.[CH2:21]([N:23]([CH2:26]C)[CH2:24]C)C.[C]=[O:29]. The catalyst is CN(C=O)C. The product is [CH3:21][N:23]([CH3:26])[C:24]([C:2]1[N:7]=[C:6]([N:8]2[CH2:13][CH2:12][NH:11][CH:10]([CH:14]([CH3:16])[CH3:15])[CH2:9]2)[CH:5]=[N:4][CH:3]=1)=[O:29]. The yield is 0.470. (4) The reactants are [Cl:1][C:2]1[S:6][C:5]([S:7](Cl)(=[O:9])=[O:8])=[CH:4][CH:3]=1.[N:11]([C@@H:14]([CH:30]([CH2:35][CH2:36][CH2:37][CH3:38])[CH2:31][CH2:32][CH2:33][CH3:34])[C:15](N1[C@H](CC2C=CC=CC=2)COC1=O)=[O:16])=[N+]=[N-].C(N(CC)CC)C.CCOC(C)=O.CCCCCC. The catalyst is C(Cl)Cl. The product is [CH2:31]([CH:30]([CH2:35][CH2:36][CH2:37][CH3:38])[C@H:14]([NH:11][S:7]([C:5]1[S:6][C:2]([Cl:1])=[CH:3][CH:4]=1)(=[O:9])=[O:8])[CH2:15][OH:16])[CH2:32][CH2:33][CH3:34]. The yield is 0.169. (5) The reactants are [F:1][C:2]1[CH:30]=[CH:29][C:5]([CH2:6][N:7]2[C:11]3=[CH:12][N:13]=[C:14]4[C:20]([CH2:19][CH2:18][CH2:17][N:16]([O:21]C5CCCCO5)[C:15]4=[O:28])=[C:10]3[CH:9]=[CH:8]2)=[CH:4][CH:3]=1.C1COCC1.O. The catalyst is C(O)(=O)C. The product is [F:1][C:2]1[CH:30]=[CH:29][C:5]([CH2:6][N:7]2[C:11]3=[CH:12][N:13]=[C:14]4[C:20]([CH2:19][CH2:18][CH2:17][N:16]([OH:21])[C:15]4=[O:28])=[C:10]3[CH:9]=[CH:8]2)=[CH:4][CH:3]=1. The yield is 0.610. (6) The reactants are C([O:3][C:4]([C:6]1[CH:7]=[C:8]2[C:12](=[CH:13][C:14]=1[NH:15][C:16]([C:18]1[C:27](=[O:28])[C:26]3[C:21](=[CH:22][CH:23]=[CH:24][CH:25]=3)[NH:20][CH:19]=1)=[O:17])[NH:11][CH:10]=[CH:9]2)=[O:5])C.[OH-].[Na+]. The catalyst is C1COCC1. The product is [O:28]=[C:27]1[C:26]2[C:21](=[CH:22][CH:23]=[CH:24][CH:25]=2)[NH:20][CH:19]=[C:18]1[C:16]([NH:15][C:14]1[CH:13]=[C:12]2[C:8]([CH:9]=[CH:10][NH:11]2)=[CH:7][C:6]=1[C:4]([OH:5])=[O:3])=[O:17]. The yield is 0.930. (7) The reactants are [CH3:1][NH:2][CH2:3][CH2:4][C:5]#[C:6][C:7]1[CH:12]=[CH:11][CH:10]=[CH:9][N:8]=1.[F:13][C:14]1[CH:22]=[CH:21][C:17]([C:18](Cl)=[O:19])=[CH:16][CH:15]=1. No catalyst specified. The product is [F:13][C:14]1[CH:22]=[CH:21][C:17]([C:18]([N:2]([CH3:1])[CH2:3][CH2:4][C:5]#[C:6][C:7]2[CH:12]=[CH:11][CH:10]=[CH:9][N:8]=2)=[O:19])=[CH:16][CH:15]=1. The yield is 0.580.